From a dataset of Forward reaction prediction with 1.9M reactions from USPTO patents (1976-2016). Predict the product of the given reaction. (1) Given the reactants [Br:1][C:2]1[CH:8]=[CH:7][C:6]([N+:9]([O-:11])=[O:10])=[CH:5][C:3]=1[NH2:4].C1(C)C=CC=CC=1.[C:19](Cl)(Cl)=[O:20], predict the reaction product. The product is: [Br:1][C:2]1[CH:8]=[CH:7][C:6]([N+:9]([O-:11])=[O:10])=[CH:5][C:3]=1[N:4]=[C:19]=[O:20]. (2) Given the reactants C(N(CC)CC)C.[Cl:8][C:9]1[CH:17]=[CH:16][CH:15]=[C:14]([Si:18]([CH3:21])([CH3:20])[CH3:19])[C:10]=1[C:11](Cl)=[O:12].[CH2:22]([NH:24][CH:25]([CH3:32])[CH2:26][CH2:27][CH2:28][CH2:29][CH2:30][CH3:31])[CH3:23], predict the reaction product. The product is: [Cl:8][C:9]1[CH:17]=[CH:16][CH:15]=[C:14]([Si:18]([CH3:21])([CH3:20])[CH3:19])[C:10]=1[C:11]([N:24]([CH2:22][CH3:23])[CH:25]([CH3:32])[CH2:26][CH2:27][CH2:28][CH2:29][CH2:30][CH3:31])=[O:12]. (3) Given the reactants [CH3:1][O:2][C:3]1[C:4]([C:21]2[CH2:26][CH2:25][C:24](=[O:27])[CH2:23][CH:22]=2)=[CH:5][C:6]([C:15]2[CH:20]=[CH:19][CH:18]=[CH:17][CH:16]=2)=[C:7]2[C:12]=1[N:11]=[C:10]([NH:13][CH3:14])[N:9]=[CH:8]2, predict the reaction product. The product is: [OH:27][CH:24]1[CH2:23][CH2:22][CH:21]([C:4]2[C:3]([O:2][CH3:1])=[C:12]3[C:7]([CH2:8][NH:9][C:10]([NH:13][CH3:14])=[N:11]3)=[C:6]([C:15]3[CH:20]=[CH:19][CH:18]=[CH:17][CH:16]=3)[CH:5]=2)[CH2:26][CH2:25]1.